From a dataset of Forward reaction prediction with 1.9M reactions from USPTO patents (1976-2016). Predict the product of the given reaction. Given the reactants C1(P(C2CCCCC2)C2C=CC=CC=2C2C(C(C)C)=CC(C(C)C)=CC=2C(C)C)CCCCC1.[O:35]1[CH2:40][CH2:39][N:38]([C:41]2[C:46]([NH2:47])=[CH:45][C:44]([N:48]3[CH2:53][CH2:52][O:51][CH2:50][CH2:49]3)=[CH:43][N:42]=2)[CH2:37][CH2:36]1.Cl[C:55]1[C:64]2[C:59](=[CH:60][C:61]([F:66])=[CH:62][C:63]=2[F:65])[N:58]=[C:57]([C:67]2[CH:72]=[N:71][CH:70]=[CH:69][N:68]=2)[C:56]=1[CH3:73].CC(C)([O-])C.[Na+], predict the reaction product. The product is: [O:35]1[CH2:40][CH2:39][N:38]([C:41]2[C:46]([NH:47][C:55]3[C:64]4[C:59](=[CH:60][C:61]([F:66])=[CH:62][C:63]=4[F:65])[N:58]=[C:57]([C:67]4[CH:72]=[N:71][CH:70]=[CH:69][N:68]=4)[C:56]=3[CH3:73])=[CH:45][C:44]([N:48]3[CH2:49][CH2:50][O:51][CH2:52][CH2:53]3)=[CH:43][N:42]=2)[CH2:37][CH2:36]1.